This data is from Forward reaction prediction with 1.9M reactions from USPTO patents (1976-2016). The task is: Predict the product of the given reaction. (1) Given the reactants [CH3:1][CH2:2][CH2:3][CH2:4][C:5]1[N:9]([CH2:10][C:11]2[CH:12]=[CH:13][C:14]([C:17]3[CH:18]=[CH:19][CH:20]=[CH:21][C:22]=3[C:23]3[N:27]=[N:26][N-:25][N:24]=3)=[CH:15][CH:16]=2)[C:8]([CH2:28][OH:29])=[C:7]([Cl:30])[N:6]=1.[K+].[N+:32]([O:35][C@@H:36]([CH2:43][O:44][N+:45]([O-:47])=[O:46])[CH2:37][CH2:38][CH2:39][C:40](O)=[O:41])([O-:34])=[O:33].CN1CCOCC1.Cl.CN(C)CCCN=C=NCC.OP([O-])(O)=O.[Na+].OP([O-])([O-])=O.[Na+].[Na+], predict the reaction product. The product is: [N+:32]([O:35][C@@H:36]([CH2:43][O:44][N+:45]([O-:47])=[O:46])[CH2:37][CH2:38][CH2:39][C:40]([O:29][CH2:28][C:8]1[N:9]([CH2:10][C:11]2[CH:12]=[CH:13][C:14]([C:17]3[CH:18]=[CH:19][CH:20]=[CH:21][C:22]=3[C:23]3[N:24]=[N:25][NH:26][N:27]=3)=[CH:15][CH:16]=2)[C:5]([CH2:4][CH2:3][CH2:2][CH3:1])=[N:6][C:7]=1[Cl:30])=[O:41])([O-:34])=[O:33]. (2) Given the reactants [O:1]1[CH2:5][CH2:4][NH:3][C:2]1=[O:6].C(N(CC)CC)C.[S:14](Cl)([Cl:17])(=[O:16])=[O:15], predict the reaction product. The product is: [O:6]=[C:2]1[N:3]([S:14]([Cl:17])(=[O:16])=[O:15])[CH2:4][CH2:5][O:1]1.